Dataset: Full USPTO retrosynthesis dataset with 1.9M reactions from patents (1976-2016). Task: Predict the reactants needed to synthesize the given product. (1) Given the product [O:26]1[CH2:30][CH2:29][CH:28]([CH2:31][NH:32][C:16]([C:13]2[CH:12]=[C:11]([CH2:10][O:9][CH2:8][C:7]3[C:6]([F:23])=[C:5]([F:24])[C:4]([CH2:3][O:2][CH3:1])=[C:20]([F:21])[C:19]=3[F:22])[O:15][N:14]=2)=[O:18])[CH2:27]1, predict the reactants needed to synthesize it. The reactants are: [CH3:1][O:2][CH2:3][C:4]1[C:20]([F:21])=[C:19]([F:22])[C:7]([CH2:8][O:9][CH2:10][C:11]2[O:15][N:14]=[C:13]([C:16]([OH:18])=O)[CH:12]=2)=[C:6]([F:23])[C:5]=1[F:24].Cl.[O:26]1[CH2:30][CH2:29][CH:28]([CH2:31][NH2:32])[CH2:27]1.C(N(CC)CC)C.ON1C2C=CC=CC=2N=N1.Cl.C(N=C=NCCCN(C)C)C. (2) Given the product [OH:22][C:19]1[CH:20]=[CH:21][C:16]([CH:15]=[CH:14][C:5]2[CH:6]=[C:7]([OH:12])[C:8]([CH2:9][CH2:10][CH3:11])=[C:3]([OH:2])[CH:4]=2)=[CH:17][CH:18]=1, predict the reactants needed to synthesize it. The reactants are: C[O:2][C:3]1[CH:4]=[C:5]([CH:14]=[CH:15][C:16]2[CH:21]=[CH:20][C:19]([O:22]C)=[CH:18][CH:17]=2)[CH:6]=[C:7]([O:12]C)[C:8]=1[CH2:9][CH2:10][CH3:11].Cl.N1C=CC=CC=1. (3) The reactants are: [CH3:1][S:2]([NH2:5])(=[O:4])=[O:3].N12CCCN=C1CCCCC2.CC1C=CC([C:24]2[C:25]([F:53])=[C:26]([CH:30]=[C:31]([Cl:52])[C:32]=2[O:33][C:34]2[CH:35]=[N:36][C:37]([O:44][CH2:45][C:46]([F:51])([F:50])[CH:47]([F:49])[F:48])=[C:38]([C:40]([F:43])([F:42])[F:41])[CH:39]=2)[C:27]([O-])=[O:28])=CC=1. Given the product [Cl:52][C:31]1[C:32]([O:33][C:34]2[CH:35]=[N:36][C:37]([O:44][CH2:45][C:46]([F:51])([F:50])[CH:47]([F:48])[F:49])=[C:38]([C:40]([F:43])([F:42])[F:41])[CH:39]=2)=[CH:24][C:25]([F:53])=[C:26]([CH:30]=1)[C:27]([NH:5][S:2]([CH3:1])(=[O:4])=[O:3])=[O:28], predict the reactants needed to synthesize it. (4) Given the product [Br:1][C:2]1[CH:7]=[CH:6][N:5]([CH:8]([CH2:14][CH:15]2[CH2:17][CH2:16]2)[C:9]([OH:11])=[O:10])[C:4](=[O:18])[CH:3]=1, predict the reactants needed to synthesize it. The reactants are: [Br:1][C:2]1[CH:7]=[CH:6][N:5]([CH:8]([CH2:14][CH:15]2[CH2:17][CH2:16]2)[C:9]([O:11]CC)=[O:10])[C:4](=[O:18])[CH:3]=1.[OH-].[Li+]. (5) Given the product [C:5]([C:9]1[CH:13]=[C:12]([NH:14][C:15]([NH:17][CH2:18][C:19]2[CH:24]=[C:23]([F:25])[CH:22]=[CH:21][C:20]=2[O:26][C:27]2[CH:28]=[C:29]3[C:33](=[CH:34][CH:35]=2)[N:32]([CH2:36][CH2:37][OH:38])[N:31]=[CH:30]3)=[O:16])[N:11]([C:39]2[CH:44]=[CH:43][C:42]([CH3:45])=[CH:41][CH:40]=2)[N:10]=1)([CH3:8])([CH3:7])[CH3:6], predict the reactants needed to synthesize it. The reactants are: NC(N)=O.[C:5]([C:9]1[CH:13]=[C:12]([NH:14][C:15]([NH:17][CH2:18][C:19]2[CH:24]=[C:23]([F:25])[CH:22]=[CH:21][C:20]=2[O:26][C:27]2[CH:28]=[C:29]3[C:33](=[CH:34][CH:35]=2)[N:32]([CH2:36][CH:37]=[O:38])[N:31]=[CH:30]3)=[O:16])[N:11]([C:39]2[CH:44]=[CH:43][C:42]([CH3:45])=[CH:41][CH:40]=2)[N:10]=1)([CH3:8])([CH3:7])[CH3:6].[BH4-].[Na+].